Dataset: Reaction yield outcomes from USPTO patents with 853,638 reactions. Task: Predict the reaction yield, written as a fraction of the theoretical maximum amount of product (1.0 means a 100% yield; for example, 0.34 means a 34% yield). (1) The product is [CH3:21][O:20][C:15]1[CH:16]=[CH:17][CH:18]=[CH:19][C:14]=1[C:13]1[N:11]=[CH:12][N:10]([CH3:9])[C:3]=1[CH2:2][OH:1]. The yield is 0.386. The catalyst is C1COCC1.CN(C=O)C. The reactants are [O:1]1CC(O)O[CH2:3][CH:2]1O.[CH3:9][NH2:10].[N+:11]([CH:13](S(C1C=CC(C)=CC=1)(=O)=O)[C:14]1[CH:19]=[CH:18][CH:17]=[CH:16][C:15]=1[O:20][CH3:21])#[C-:12]. (2) The catalyst is C1COCC1. The product is [F:52][C:53]1[CH:71]=[CH:70][CH:69]=[C:68]([O:72][CH3:73])[C:54]=1[O:55][C:56]1[CH:62]=[CH:61][C:60]([CH2:63][S:64]([CH3:67])(=[O:66])=[O:65])=[CH:59][C:57]=1[NH:58][C:39]([NH:74][C:75]1[S:76][CH:77]=[CH:78][N:79]=1)=[O:46]. The reactants are FC1C=CC=C(OC)C=1OC1C=CC(C)=CC=1[N+]([O-])=O.BrN1C(=O)CCC1=O.C(OO[C:39](=[O:46])C1C=CC=CC=1)(=O)C1C=CC=CC=1.CS([O-])=O.[Na+].[F:52][C:53]1[CH:71]=[CH:70][CH:69]=[C:68]([O:72][CH3:73])[C:54]=1[O:55][C:56]1[CH:62]=[CH:61][C:60]([CH2:63][S:64]([CH3:67])(=[O:66])=[O:65])=[CH:59][C:57]=1[NH2:58].[NH2:74][C:75]1[S:76][CH:77]=[CH:78][N:79]=1. The yield is 0.610. (3) The reactants are [CH2:1]([N:4]1[C:8]([C:9]2[CH:14]=[CH:13][C:12]([F:15])=[CH:11][CH:10]=2)=[N:7][NH:6][C:5]1=[O:16])[CH:2]=[CH2:3].Br[C:18]1[CH:23]=[CH:22][C:21]([C:24]2[O:30][C:27]([CH:28]=[O:29])=[CH:26][CH:25]=2)=[CH:20][CH:19]=1.C(N(C(C)C)CC)(C)C. The catalyst is O1CCOCC1.[Pd].C(P(C(C)(C)C)C(C)(C)C)(C)(C)C.C(P(C(C)(C)C)C(C)(C)C)(C)(C)C. The product is [F:15][C:12]1[CH:13]=[CH:14][C:9]([C:8]2[N:4]([CH2:1][CH:2]=[CH:3][C:18]3[CH:19]=[CH:20][C:21]([C:24]4[O:30][C:27]([CH:28]=[O:29])=[CH:26][CH:25]=4)=[CH:22][CH:23]=3)[C:5](=[O:16])[NH:6][N:7]=2)=[CH:10][CH:11]=1. The yield is 0.420. (4) The reactants are CN(C)[C:3](=[O:6])[CH2:4][CH3:5].O=P(Cl)(Cl)Cl.[Cl:13][C:14]1[CH:19]=[CH:18][C:17]([C:20]2[N:21]([CH3:26])[CH:22]=[CH:23][C:24]=2[CH3:25])=[CH:16][CH:15]=1.O.O.O.C([O-])(=O)C.[Na+]. The catalyst is ClCCCl. The product is [Cl:13][C:14]1[CH:15]=[CH:16][C:17]([C:20]2[N:21]([CH3:26])[C:22]([C:3](=[O:6])[CH2:4][CH3:5])=[CH:23][C:24]=2[CH3:25])=[CH:18][CH:19]=1. The yield is 0.858. (5) The yield is 0.900. The catalyst is CO. The product is [C:1]([NH:5][C:6]1[N:11]=[C:10]([C:12]#[CH:13])[CH:9]=[CH:8][N:7]=1)([CH3:4])([CH3:3])[CH3:2]. The reactants are [C:1]([NH:5][C:6]1[N:11]=[C:10]([C:12]#[C:13][Si](C)(C)C)[CH:9]=[CH:8][N:7]=1)([CH3:4])([CH3:3])[CH3:2].[OH-].[K+]. (6) The reactants are C([Li])CCC.Br[C:7]1[CH:12]=[C:11]([CH3:13])[C:10]([CH:14]([S:24][CH2:25][CH2:26][C:27]2([CH3:32])[O:31][CH2:30][CH2:29][O:28]2)[C:15]2[C:20]([F:21])=[CH:19][CH:18]=[C:17]([F:22])[C:16]=2[F:23])=[CH:9][N:8]=1.[C:33](=[O:35])=O.Cl.C([N:39](CC)CC)C.ClC(OCC(C)C)=O.N. The catalyst is O.C1(C)C=CC=CC=1. The product is [CH3:13][C:11]1[C:10]([CH:14]([S:24][CH2:25][CH2:26][C:27]2([CH3:32])[O:31][CH2:30][CH2:29][O:28]2)[C:15]2[C:20]([F:21])=[CH:19][CH:18]=[C:17]([F:22])[C:16]=2[F:23])=[CH:9][N:8]=[C:7]([C:33]([NH2:39])=[O:35])[CH:12]=1. The yield is 0.640. (7) The reactants are [C-:1]#[N:2].[K+].Cl[CH2:5][C:6]1[C:10]([CH2:11]Cl)=[C:9]([CH3:13])[S:8][C:7]=1[CH3:14].C[N:16]([CH:18]=O)C. The catalyst is C(Cl)(Cl)Cl.[Na+].[Cl-]. The product is [C:1]([CH2:5][C:6]1[C:10]([CH2:11][C:18]#[N:16])=[C:9]([CH3:13])[S:8][C:7]=1[CH3:14])#[N:2]. The yield is 0.946. (8) The reactants are [C:1]([C:3]1[CH:8]=[CH:7][CH:6]=[CH:5][C:4]=1[C:9]1[CH:14]=[CH:13][C:12]([CH2:15][C:16]2[C:17](=[O:37])[N:18]([C@H:28]3[CH2:33][CH2:32][C@H:31]([C:34](O)=[O:35])[CH2:30][CH2:29]3)[C:19]3[N:20]([N:25]=[CH:26][N:27]=3)[C:21]=2[CH2:22][CH2:23][CH3:24])=[CH:11][CH:10]=1)#[N:2].[C:38]([NH:41][NH2:42])(=[O:40])[CH3:39].ON1C2C=CC=CC=2N=N1.Cl.C(N=C=NCCCN(C)C)C. The yield is 0.720. The catalyst is C(OCC)(=O)C.CN(C)C=O. The product is [C:38]([NH:41][NH:42][C:34]([C@H:31]1[CH2:30][CH2:29][C@H:28]([N:18]2[C:17](=[O:37])[C:16]([CH2:15][C:12]3[CH:13]=[CH:14][C:9]([C:4]4[CH:5]=[CH:6][CH:7]=[CH:8][C:3]=4[C:1]#[N:2])=[CH:10][CH:11]=3)=[C:21]([CH2:22][CH2:23][CH3:24])[N:20]3[N:25]=[CH:26][N:27]=[C:19]23)[CH2:33][CH2:32]1)=[O:35])(=[O:40])[CH3:39].